Dataset: Full USPTO retrosynthesis dataset with 1.9M reactions from patents (1976-2016). Task: Predict the reactants needed to synthesize the given product. (1) Given the product [Cl:20][C:15]1[CH:16]=[CH:17][CH:18]=[CH:19][C:14]=1[C:4]1[N:3]=[C:2]([N:22]2[CH2:27][CH2:26][CH2:25][CH:24]([NH:28][C:29]3[CH:30]=[CH:31][C:32]([C:35]#[N:36])=[CH:33][N:34]=3)[CH2:23]2)[C:7]([C:8]#[N:9])=[C:6]([C:10]([F:13])([F:12])[F:11])[CH:5]=1, predict the reactants needed to synthesize it. The reactants are: Cl[C:2]1[C:7]([C:8]#[N:9])=[C:6]([C:10]([F:13])([F:12])[F:11])[CH:5]=[C:4]([C:14]2[CH:19]=[CH:18][CH:17]=[CH:16][C:15]=2[Cl:20])[N:3]=1.Cl.[NH:22]1[CH2:27][CH2:26][CH2:25][CH:24]([NH:28][C:29]2[N:34]=[CH:33][C:32]([C:35]#[N:36])=[CH:31][CH:30]=2)[CH2:23]1. (2) Given the product [CH2:1]([N:5]([C:24]1[CH:29]=[C:28]([C:30]([F:33])([F:31])[F:32])[CH:27]=[CH:26][C:25]=1[CH3:34])[S:6]([C:9]1[CH:10]=[CH:11][C:12]([CH2:15][C:16]([CH3:22])([CH3:23])[C:17]([OH:19])=[O:18])=[CH:13][CH:14]=1)(=[O:7])=[O:8])[CH:2]([CH3:3])[CH3:4], predict the reactants needed to synthesize it. The reactants are: [CH2:1]([N:5]([C:24]1[CH:29]=[C:28]([C:30]([F:33])([F:32])[F:31])[CH:27]=[CH:26][C:25]=1[CH3:34])[S:6]([C:9]1[CH:14]=[CH:13][C:12]([CH2:15][C:16]([CH3:23])([CH3:22])[C:17]([O:19]CC)=[O:18])=[CH:11][CH:10]=1)(=[O:8])=[O:7])[CH:2]([CH3:4])[CH3:3].[OH-].[Li+].Cl. (3) Given the product [ClH:1].[NH:9]1[CH2:14][CH2:13][CH2:12][CH:11]([C:15]2[CH:16]=[CH:17][C:18]([O:19][C:20]3[CH:28]=[CH:27][C:23]([C:24]([NH2:26])=[O:25])=[CH:22][N:21]=3)=[CH:29][CH:30]=2)[CH2:10]1, predict the reactants needed to synthesize it. The reactants are: [ClH:1].C([N:9]1[CH2:14][CH2:13][CH:12]=[C:11]([C:15]2[CH:30]=[CH:29][C:18]([O:19][C:20]3[CH:28]=[CH:27][C:23]([C:24]([NH2:26])=[O:25])=[CH:22][N:21]=3)=[CH:17][CH:16]=2)[CH2:10]1)C1C=CC=CC=1. (4) Given the product [O:45]=[S:42]1(=[O:46])[CH2:43][CH2:44][N:39]([C:14]2[N:13]=[C:12]([NH:11][C@H:7]3[CH2:8][CH2:9][CH2:10][N:5]([S:2]([CH3:1])(=[O:3])=[O:4])[CH2:6]3)[C:17]([C:18]3[N:19]=[C:20]4[CH:26]=[CH:25][NH:24][C:21]4=[N:22][CH:23]=3)=[CH:16][N:15]=2)[CH2:40][CH2:41]1, predict the reactants needed to synthesize it. The reactants are: [CH3:1][S:2]([N:5]1[CH2:10][CH2:9][CH2:8][C@H:7]([NH:11][C:12]2[C:17]([C:18]3[N:19]=[C:20]4[CH:26]=[CH:25][N:24](COCC[Si](C)(C)C)[C:21]4=[N:22][CH:23]=3)=[CH:16][N:15]=[C:14](S(C)(=O)=O)[N:13]=2)[CH2:6]1)(=[O:4])=[O:3].[NH:39]1[CH2:44][CH2:43][S:42](=[O:46])(=[O:45])[CH2:41][CH2:40]1.CS(C)(=O)=O. (5) Given the product [F:14][CH:13]([F:15])[CH2:12][NH:11][C:10]([CH2:9][CH2:8][NH:7][C:6](=[O:5])[OH:17])=[O:16], predict the reactants needed to synthesize it. The reactants are: C([O:5][C:6](=[O:17])[NH:7][CH2:8][CH2:9][C:10](=[O:16])[NH:11][CH2:12][CH:13]([F:15])[F:14])(C)(C)C.ClCCl. (6) Given the product [Br:21][CH2:17][C:15]1[CH:16]=[C:11]2[C:10](=[O:19])[NH:9][C:8]([C:5]3[CH:6]=[CH:7][C:2]([Br:1])=[CH:3][CH:4]=3)=[CH:13][N:12]2[N:14]=1, predict the reactants needed to synthesize it. The reactants are: [Br:1][C:2]1[CH:7]=[CH:6][C:5]([C:8]2[NH:9][C:10](=[O:19])[C:11]3[N:12]([N:14]=[C:15]([CH2:17]O)[CH:16]=3)[CH:13]=2)=[CH:4][CH:3]=1.P(Br)(Br)[Br:21]. (7) Given the product [F:19][C:17]1[CH:16]=[CH:15][C:14]([N+:20]([O-:22])=[O:21])=[C:13]([NH:11][CH:9]([C:4]2[CH:5]=[C:6]([CH3:8])[CH:7]=[C:2]([CH3:1])[CH:3]=2)[CH3:10])[CH:18]=1, predict the reactants needed to synthesize it. The reactants are: [CH3:1][C:2]1[CH:3]=[C:4]([CH:9]([NH2:11])[CH3:10])[CH:5]=[C:6]([CH3:8])[CH:7]=1.F[C:13]1[CH:18]=[C:17]([F:19])[CH:16]=[CH:15][C:14]=1[N+:20]([O-:22])=[O:21].C(N(CC)C(C)C)(C)C. (8) Given the product [O:9]=[C:10]1[CH:15]([N:16]2[C:24](=[O:25])[C:23]3[C:18](=[CH:19][CH:20]=[CH:21][C:22]=3[CH2:26][N:27]([CH3:28])[C:36]([C:32]3[O:31][CH:35]=[CH:34][CH:33]=3)=[O:37])[C:17]2=[O:29])[CH2:14][CH2:13][C:12](=[O:30])[NH:11]1, predict the reactants needed to synthesize it. The reactants are: C(N(CC)CC)C.Cl.[O:9]=[C:10]1[CH:15]([N:16]2[C:24](=[O:25])[C:23]3[C:18](=[CH:19][CH:20]=[CH:21][C:22]=3[CH2:26][NH:27][CH3:28])[C:17]2=[O:29])[CH2:14][CH2:13][C:12](=[O:30])[NH:11]1.[O:31]1[CH:35]=[CH:34][CH:33]=[C:32]1[C:36](Cl)=[O:37]. (9) The reactants are: [ClH:1].[CH3:2][N:3]1[CH2:8][CH2:7][CH:6]([C:9](O)=[O:10])[CH2:5][CH2:4]1.C(Cl)(=O)C([Cl:15])=O. Given the product [ClH:15].[CH3:2][N:3]1[CH2:8][CH2:7][CH:6]([C:9]([Cl:1])=[O:10])[CH2:5][CH2:4]1, predict the reactants needed to synthesize it. (10) Given the product [Cl:1][C:2]1[CH:3]=[CH:4][C:5]([C:8]2[CH:13]=[CH:12][CH:11]=[CH:10][C:9]=2[C@H:14]([NH:30][S@:31]([C:33]([CH3:34])([CH3:35])[CH3:36])=[O:32])[CH:15]2[CH2:16][CH2:17][N:18]([C:21]3[CH:22]=[CH:23][C:24]([C:25]([NH:77][S:74]([C:71]4[CH:72]=[CH:73][C:68]([NH:67][C@H:58]([CH2:57][CH2:56][N:53]5[CH2:54][CH2:55][O:50][CH2:51][CH2:52]5)[CH2:59][S:60][C:61]5[CH:66]=[CH:65][CH:64]=[CH:63][CH:62]=5)=[C:69]([S:78]([C:81]([F:83])([F:84])[F:82])(=[O:80])=[O:79])[CH:70]=4)(=[O:75])=[O:76])=[O:26])=[CH:28][CH:29]=3)[CH2:19][CH2:20]2)=[CH:6][CH:7]=1, predict the reactants needed to synthesize it. The reactants are: [Cl:1][C:2]1[CH:7]=[CH:6][C:5]([C:8]2[CH:13]=[CH:12][CH:11]=[CH:10][C:9]=2[C@H:14]([NH:30][S@:31]([C:33]([CH3:36])([CH3:35])[CH3:34])=[O:32])[CH:15]2[CH2:20][CH2:19][N:18]([C:21]3[CH:29]=[CH:28][C:24]([C:25](O)=[O:26])=[CH:23][CH:22]=3)[CH2:17][CH2:16]2)=[CH:4][CH:3]=1.C(Cl)CCl.CCN(C(C)C)C(C)C.[O:50]1[CH2:55][CH2:54][N:53]([CH2:56][CH2:57][C@@H:58]([NH:67][C:68]2[CH:73]=[CH:72][C:71]([S:74]([NH2:77])(=[O:76])=[O:75])=[CH:70][C:69]=2[S:78]([C:81]([F:84])([F:83])[F:82])(=[O:80])=[O:79])[CH2:59][S:60][C:61]2[CH:66]=[CH:65][CH:64]=[CH:63][CH:62]=2)[CH2:52][CH2:51]1.